Dataset: Full USPTO retrosynthesis dataset with 1.9M reactions from patents (1976-2016). Task: Predict the reactants needed to synthesize the given product. (1) Given the product [Br:1][C:14]1[C:13]2[CH:12]=[CH:11][C:10]([O:18][CH3:19])=[C:9]([O:8][CH:3]3[CH2:4][CH2:5][CH2:6][CH2:7]3)[C:17]=2[O:16][CH:15]=1, predict the reactants needed to synthesize it. The reactants are: [Br:1]Br.[CH:3]1([O:8][C:9]2[C:17]3[O:16][CH:15]=[CH:14][C:13]=3[CH:12]=[CH:11][C:10]=2[O:18][CH3:19])[CH2:7][CH2:6][CH2:5][CH2:4]1.C(=S)=S.[O-]CC.[Na+]. (2) Given the product [CH:47]1([N:46]([CH2:90][CH2:91][N:92]2[CH2:93][CH2:94][O:95][CH2:96][CH2:97]2)[C:34](=[O:35])[C:33]2[CH:37]=[CH:38][CH:39]=[C:31]([C:29]([NH:28][C:17]3[CH:18]=[CH:19][C:20]([N:22]4[CH2:27][CH2:26][CH2:25][CH2:24][CH2:23]4)=[CH:21][C:16]=3[C:12]3[CH:11]=[C:10]([C:8](=[O:9])[NH:7][CH2:6][C:5]4[CH:40]=[CH:41][CH:42]=[C:3]([C:2]([F:43])([F:44])[F:1])[CH:4]=4)[CH:15]=[CH:14][N:13]=3)=[O:30])[CH:32]=2)[CH2:48][CH2:88]1, predict the reactants needed to synthesize it. The reactants are: [F:1][C:2]([F:44])([F:43])[C:3]1[CH:4]=[C:5]([CH:40]=[CH:41][CH:42]=1)[CH2:6][NH:7][C:8]([C:10]1[CH:15]=[CH:14][N:13]=[C:12]([C:16]2[CH:21]=[C:20]([N:22]3[CH2:27][CH2:26][CH2:25][CH2:24][CH2:23]3)[CH:19]=[CH:18][C:17]=2[NH:28][C:29]([C:31]2[CH:32]=[C:33]([CH:37]=[CH:38][CH:39]=2)[C:34](O)=[O:35])=[O:30])[CH:11]=1)=[O:9].C[N:46]([CH2:90][CH2:91][N:92]1[CH2:97][CH2:96][O:95][CH2:94][CH2:93]1)[C:47](=O)[C:48]1[CH:88]=CC=C(C(NC2C=CC(N3CCCCC3)=CC=2C2C=C(C(=O)NCC3C=CC=C(C(F)(F)F)C=3)C=CN=2)=O)C=1.Cl.O1CCN(CCNC2CC2)CC1. (3) Given the product [CH3:21][NH:22][CH2:10][C:8]1[C:7]2[CH:12]=[CH:13][CH:14]=[CH:15][C:6]=2[S:5][CH:9]=1, predict the reactants needed to synthesize it. The reactants are: CN.CO.[S:5]1[CH:9]=[C:8]([CH:10]=O)[C:7]2[CH:12]=[CH:13][CH:14]=[CH:15][C:6]1=2.CC(O)=O.[BH3-][C:21]#[N:22].[Na+]. (4) Given the product [CH3:22][S:23]([OH:26])(=[O:25])=[O:24].[CH2:1]([N:3]1[CH2:16][CH2:15][C:14]2[C:13]([N+:17]([O-:19])=[O:18])=[CH:12][C:11]3[NH:10][C:9](=[O:20])[C:8](=[O:21])[NH:7][C:6]=3[C:5]=2[CH2:4]1)[CH3:2], predict the reactants needed to synthesize it. The reactants are: [CH2:1]([N:3]1[CH2:16][CH2:15][C:14]2[C:13]([N+:17]([O-:19])=[O:18])=[CH:12][C:11]3[NH:10][C:9](=[O:20])[C:8](=[O:21])[NH:7][C:6]=3[C:5]=2[CH2:4]1)[CH3:2].[CH3:22][S:23]([OH:26])(=[O:25])=[O:24]. (5) Given the product [C:1]1([S:7]([CH2:10][C:11]2[C:16]([C:17]([O:19][CH3:20])=[O:18])=[C:15]([NH:21][CH3:22])[C:14]([C:32]3[CH:36]=[CH:35][O:34][CH:33]=3)=[CH:13][CH:12]=2)(=[O:9])=[O:8])[CH:6]=[CH:5][CH:4]=[CH:3][CH:2]=1, predict the reactants needed to synthesize it. The reactants are: [C:1]1([S:7]([CH2:10][C:11]2[C:16]([C:17]([O:19][CH3:20])=[O:18])=[C:15]([NH:21][CH2:22]CNC(OC(C)(C)C)=O)[C:14]([C:32]3[CH:36]=[CH:35][O:34][CH:33]=3)=[CH:13][CH:12]=2)(=[O:9])=[O:8])[CH:6]=[CH:5][CH:4]=[CH:3][CH:2]=1.C1(S(CC2C(C(OC)=O)=C(OS(C(F)(F)F)(=O)=O)C(C3C=COC=3)=CC=2)(=O)=O)C=CC=CC=1.CN. (6) Given the product [CH2:36]([O:35][C:33]1[CH:34]=[C:15]([CH:16]=[C:17]([O:18][CH2:19][C:20]2[N:21]=[C:22]([C:26]3[CH:31]=[CH:30][CH:29]=[CH:28][CH:27]=3)[O:23][C:24]=2[CH3:25])[CH:32]=1)[CH2:14][S:1][C:2]1[S:3][C:4]([CH2:8][C:9]([O:11][CH3:12])=[O:10])=[C:5]([CH3:7])[N:6]=1)[CH3:37], predict the reactants needed to synthesize it. The reactants are: [SH:1][C:2]1[S:3][C:4]([CH2:8][C:9]([O:11][CH3:12])=[O:10])=[C:5]([CH3:7])[N:6]=1.Cl[CH2:14][C:15]1[CH:16]=[C:17]([CH:32]=[C:33]([O:35][CH2:36][CH3:37])[CH:34]=1)[O:18][CH2:19][C:20]1[N:21]=[C:22]([C:26]2[CH:31]=[CH:30][CH:29]=[CH:28][CH:27]=2)[O:23][C:24]=1[CH3:25].C(=O)([O-])[O-].[K+].[K+].Cl.